This data is from Forward reaction prediction with 1.9M reactions from USPTO patents (1976-2016). The task is: Predict the product of the given reaction. (1) Given the reactants Cl[C:2]1[N:3]=[CH:4][C:5]2[CH:10]=[CH:9][N:8]([CH2:11][C:12]3[CH:17]=[CH:16][CH:15]=[C:14]([N+:18]([O-:20])=[O:19])[CH:13]=3)[C:6]=2[N:7]=1.[CH3:21][N:22]1[CH:26]=[C:25]([NH2:27])[CH:24]=[N:23]1.Cl, predict the reaction product. The product is: [CH3:21][N:22]1[CH:26]=[C:25]([NH:27][C:2]2[N:3]=[CH:4][C:5]3[CH:10]=[CH:9][N:8]([CH2:11][C:12]4[CH:17]=[CH:16][CH:15]=[C:14]([N+:18]([O-:20])=[O:19])[CH:13]=4)[C:6]=3[N:7]=2)[CH:24]=[N:23]1. (2) Given the reactants [N:1]1([CH2:7][C:8]([N:10]([C:12]2[CH:17]=[CH:16][C:15]([N+:18]([O-])=O)=[CH:14][CH:13]=2)[CH3:11])=[O:9])[CH2:6][CH2:5][CH2:4][CH2:3][CH2:2]1, predict the reaction product. The product is: [N:1]1([CH2:7][C:8]([N:10]([C:12]2[CH:13]=[CH:14][C:15]([NH2:18])=[CH:16][CH:17]=2)[CH3:11])=[O:9])[CH2:6][CH2:5][CH2:4][CH2:3][CH2:2]1.